From a dataset of Full USPTO retrosynthesis dataset with 1.9M reactions from patents (1976-2016). Predict the reactants needed to synthesize the given product. (1) Given the product [CH:16]([C:13]1[CH:12]=[CH:11][C:10]([CH2:9][O:8][CH2:7][C@@H:5]([OH:6])[C@H:4]([OH:3])[CH2:18][O:19][CH2:20][C:21]2[CH:22]=[CH:23][C:24]([CH:27]=[CH2:28])=[CH:25][CH:26]=2)=[CH:15][CH:14]=1)=[CH2:17], predict the reactants needed to synthesize it. The reactants are: CC1(C)[O:6][C@H:5]([CH2:7][O:8][CH2:9][C:10]2[CH:15]=[CH:14][C:13]([CH:16]=[CH2:17])=[CH:12][CH:11]=2)[C@@H:4]([CH2:18][O:19][CH2:20][C:21]2[CH:26]=[CH:25][C:24]([CH:27]=[CH2:28])=[CH:23][CH:22]=2)[O:3]1. (2) Given the product [Cl:11][C:8]1[CH:9]=[C:10]2[C:5](=[CH:6][CH:7]=1)[NH:4][C:3](=[O:12])[C:2]2([N:34]1[CH2:35][C@H:31]([OH:30])[CH2:32][C@H:33]1[C:36]([N:38]([CH3:40])[CH3:39])=[O:37])[C:13]1[CH:14]=[C:15]([CH:16]=[O:17])[CH:18]=[CH:19][C:20]=1[O:21][CH3:22], predict the reactants needed to synthesize it. The reactants are: Cl[C:2]1([C:13]2[CH:14]=[C:15]([CH:18]=[CH:19][C:20]=2[O:21][CH3:22])[CH:16]=[O:17])[C:10]2[C:5](=[CH:6][CH:7]=[C:8]([Cl:11])[CH:9]=2)[NH:4][C:3]1=[O:12].FC(F)(F)C(O)=O.[OH:30][C@H:31]1[CH2:35][NH:34][C@H:33]([C:36]([N:38]([CH3:40])[CH3:39])=[O:37])[CH2:32]1.ClC1C=C2C(=CC=1)N(S(C1C=CC(OC)=CC=1OC(F)(F)F)(=O)=O)C(=O)C2(N1C[C@H](OCC(O)CO)C[C@H]1C(N(C)C)=O)C1C=C(C)C=CC=1OC. (3) Given the product [Cl:1][C:2]1[CH:7]=[C:6]([Cl:8])[CH:5]=[C:4]([Cl:9])[C:3]=1[NH:10][C:11]([NH:13][C:14]1[C:15]([C:24]([NH:26][C:27]2([C:33]([OH:35])=[O:34])[CH2:32][CH2:31][S:30][CH2:29][CH2:28]2)=[O:25])=[CH:16][C:17]2[C:22]([CH:23]=1)=[CH:21][CH:20]=[CH:19][CH:18]=2)=[O:12], predict the reactants needed to synthesize it. The reactants are: [Cl:1][C:2]1[CH:7]=[C:6]([Cl:8])[CH:5]=[C:4]([Cl:9])[C:3]=1[NH:10][C:11]([NH:13][C:14]1[C:15]([C:24]([NH:26][C:27]2([C:33]([O:35]C)=[O:34])[CH2:32][CH2:31][S:30][CH2:29][CH2:28]2)=[O:25])=[CH:16][C:17]2[C:22]([CH:23]=1)=[CH:21][CH:20]=[CH:19][CH:18]=2)=[O:12].Cl. (4) The reactants are: [OH:1][C:2]1[CH:10]=[CH:9]C(C(O)=O)=[CH:4][C:3]=1[CH3:11].[C:12]([O-])([O-])=O.[K+].[K+].CI.C[CH2:21][O:22][C:23]([CH3:25])=[O:24]. Given the product [CH3:12][O:1][C:2]1[CH:10]=[CH:9][C:25]([C:23]([O:22][CH3:21])=[O:24])=[CH:4][C:3]=1[CH3:11], predict the reactants needed to synthesize it. (5) Given the product [F:20][C:21]([F:26])([F:25])[C:22]([OH:24])=[O:23].[CH2:6]1[C:5]2[CH:18]=[CH:19][C:2]([OH:1])=[CH:3][C:4]=2[CH2:10][CH2:9][NH:8][CH2:7]1, predict the reactants needed to synthesize it. The reactants are: [OH:1][C:2]1[CH:19]=[CH:18][C:5]2[CH2:6][CH2:7][N:8](C(OC(C)(C)C)=O)[CH2:9][CH2:10][C:4]=2[CH:3]=1.[F:20][C:21]([F:26])([F:25])[C:22]([OH:24])=[O:23].